From a dataset of Catalyst prediction with 721,799 reactions and 888 catalyst types from USPTO. Predict which catalyst facilitates the given reaction. Reactant: [Cl:1][C:2]1[CH:7]=[CH:6][C:5]([CH:8]=[CH:9][C:10]#[N:11])=[CH:4][CH:3]=1.[OH:12][NH2:13]. Product: [Cl:1][C:2]1[CH:3]=[CH:4][C:5]([CH:8]=[CH:9][C:10]([NH:13][OH:12])=[NH:11])=[CH:6][CH:7]=1. The catalyst class is: 8.